Dataset: Reaction yield outcomes from USPTO patents with 853,638 reactions. Task: Predict the reaction yield, written as a fraction of the theoretical maximum amount of product (1.0 means a 100% yield; for example, 0.34 means a 34% yield). (1) The catalyst is CCCCCC.O. The reactants are CN(C)C(N(C)C)=S.IC.[F:11][C:12]([F:52])([F:51])[C:13]1[CH:14]=[C:15]([C:23]([CH3:50])([CH3:49])[C:24]([N:26]([C:28]2[CH:29]=[N:30][C:31]([N:42]3[CH2:46][CH2:45][CH2:44][C@H:43]3[CH2:47][OH:48])=[CH:32][C:33]=2[C:34]2[CH:39]=[CH:38][C:37]([F:40])=[CH:36][C:35]=2[CH3:41])[CH3:27])=[O:25])[CH:16]=[C:17]([C:19]([F:22])([F:21])[F:20])[CH:18]=1.[H-].[Na+].[CH3:55][N:56]([CH3:59])[CH:57]=[O:58]. The product is [F:52][C:12]([F:11])([F:51])[C:13]1[CH:14]=[C:15]([C:23]([CH3:49])([CH3:50])[C:24]([N:26]([CH3:27])[C:28]2[C:33]([C:34]3[CH:39]=[CH:38][C:37]([F:40])=[CH:36][C:35]=3[CH3:41])=[CH:32][C:31]([N:42]3[CH2:46][CH2:45][CH2:44][C@H:43]3[CH2:47][O:48][C:57](=[O:58])[N:56]([CH3:59])[CH3:55])=[N:30][CH:29]=2)=[O:25])[CH:16]=[C:17]([C:19]([F:20])([F:21])[F:22])[CH:18]=1. The yield is 0.400. (2) The reactants are [N:1]1([CH2:7][CH2:8][O:9][C:10]2[CH:19]=[CH:18][C:13]([C:14]([O:16]C)=[O:15])=[CH:12][CH:11]=2)[CH2:6][CH2:5][O:4][CH2:3][CH2:2]1.[N+:20]([O-])([OH:22])=[O:21]. The catalyst is S(=O)(=O)(O)O. The product is [N:1]1([CH2:7][CH2:8][O:9][C:10]2[CH:19]=[CH:18][C:13]([C:14]([OH:16])=[O:15])=[CH:12][C:11]=2[N+:20]([O-:22])=[O:21])[CH2:6][CH2:5][O:4][CH2:3][CH2:2]1. The yield is 0.800. (3) The reactants are [CH2:1]([O:3][C:4]([C:6]1[N:7]([S:14]([CH3:17])(=[O:16])=[O:15])[CH:8]=[C:9]([N+:11]([O-])=O)[CH:10]=1)=[O:5])[CH3:2].[H][H]. The catalyst is C(O)C.[Pd]. The product is [CH2:1]([O:3][C:4]([C:6]1[N:7]([S:14]([CH3:17])(=[O:16])=[O:15])[CH:8]=[C:9]([NH2:11])[CH:10]=1)=[O:5])[CH3:2]. The yield is 0.990. (4) The reactants are C[Si](C)(C)CCOC(=O)[NH:7][C:8]1[CH:13]=[CH:12][C:11]([CH2:14][C:15]2[CH:20]=[CH:19][C:18]([CH2:21][O:22][CH:23]([CH3:25])[CH3:24])=[CH:17][CH:16]=2)=[CH:10][CH:9]=1.[F-].C([N+](CCCC)(CCCC)CCCC)CCC.O1CCCC1. The catalyst is CS(C)=O. The product is [CH:23]([O:22][CH2:21][C:18]1[CH:19]=[CH:20][C:15]([CH2:14][C:11]2[CH:10]=[CH:9][C:8]([NH2:7])=[CH:13][CH:12]=2)=[CH:16][CH:17]=1)([CH3:25])[CH3:24]. The yield is 0.860. (5) The reactants are C([O:3][C:4]([C:6]1[S:10][C:9]([NH:11][C:12]([C:14]2[CH:19]=[CH:18][N:17]=[CH:16][CH:15]=2)=[O:13])=[N:8][C:7]=1[C:20]1[O:21][CH:22]=[CH:23][CH:24]=1)=[O:5])C.[Na].[OH-].Cl. The catalyst is C1COCC1.CO. The product is [C:4]([C:6]1[S:10][C:9]([NH:11][C:12]([C:14]2[CH:15]=[CH:16][N:17]=[CH:18][CH:19]=2)=[O:13])=[N:8][C:7]=1[C:20]1[O:21][CH:22]=[CH:23][CH:24]=1)([OH:5])=[O:3]. The yield is 0.530.